Dataset: Catalyst prediction with 721,799 reactions and 888 catalyst types from USPTO. Task: Predict which catalyst facilitates the given reaction. (1) Reactant: C1(=O)[N:5]([CH2:6][C:7]2[CH:12]=[CH:11][CH:10]=[CH:9][C:8]=2[C:13]2[C:14]([C:19]([OH:21])=[O:20])=[CH:15][CH:16]=[CH:17][CH:18]=2)C(=O)C2=CC=CC=C12.O.NN. Product: [NH2:5][CH2:6][C:7]1[CH:12]=[CH:11][CH:10]=[CH:9][C:8]=1[C:13]1[C:14]([C:19]([OH:21])=[O:20])=[CH:15][CH:16]=[CH:17][CH:18]=1. The catalyst class is: 5. (2) Reactant: [CH2:1]([N:4]1[CH2:11][CH:10]2[C:6]([C:12]3[S:13][C:14]([F:17])=[CH:15][CH:16]=3)([NH:7][O:8][CH2:9]2)[CH2:5]1)[CH:2]=[CH2:3].[C:18]([N:26]=[C:27]=[S:28])(=[O:25])[C:19]1[CH:24]=[CH:23][CH:22]=[CH:21][CH:20]=1. Product: [CH2:1]([N:4]1[CH2:11][CH:10]2[C:6]([C:12]3[S:13][C:14]([F:17])=[CH:15][CH:16]=3)([N:7]([C:27]([NH:26][C:18](=[O:25])[C:19]3[CH:20]=[CH:21][CH:22]=[CH:23][CH:24]=3)=[S:28])[O:8][CH2:9]2)[CH2:5]1)[CH:2]=[CH2:3]. The catalyst class is: 7. (3) Reactant: Cl.[NH2:2][C@@H:3]([C:5]1[S:9][C:8]([C:10]([O:12][C:13]([CH3:16])([CH3:15])[CH3:14])=[O:11])=[CH:7][CH:6]=1)[CH3:4].[F:17][C:18]([F:30])([F:29])[C:19]1[CH:24]=[CH:23][C:22]([S:25](Cl)(=[O:27])=[O:26])=[CH:21][CH:20]=1.C(N(CC)CC)C. Product: [F:30][C:18]([F:17])([F:29])[C:19]1[CH:20]=[CH:21][C:22]([S:25]([NH:2][C@@H:3]([C:5]2[S:9][C:8]([C:10]([O:12][C:13]([CH3:15])([CH3:14])[CH3:16])=[O:11])=[CH:7][CH:6]=2)[CH3:4])(=[O:27])=[O:26])=[CH:23][CH:24]=1. The catalyst class is: 9. (4) Reactant: O.[OH-].[Li+].[CH2:4]([O:11][C:12]([NH:14][C@H:15]([C:21]([O:23]C)=[O:22])[CH2:16][O:17][CH:18]([CH3:20])[CH3:19])=[O:13])[C:5]1[CH:10]=[CH:9][CH:8]=[CH:7][CH:6]=1.S([O-])(O)(=O)=O.[K+]. Product: [CH2:4]([O:11][C:12]([NH:14][C@H:15]([C:21]([OH:23])=[O:22])[CH2:16][O:17][CH:18]([CH3:20])[CH3:19])=[O:13])[C:5]1[CH:6]=[CH:7][CH:8]=[CH:9][CH:10]=1. The catalyst class is: 30. (5) Reactant: [C:1]([O:5][C:6]([NH:8][C@H:9]([C:11]([OH:13])=O)[CH3:10])=[O:7])([CH3:4])([CH3:3])[CH3:2].ON1C2C=CC=CC=2N=N1.Cl.CN(C)CCCN=C=NCC.[CH:36]([NH2:49])([C:43]1[CH:48]=[CH:47][CH:46]=[CH:45][CH:44]=1)[C:37]1[CH:42]=[CH:41][CH:40]=[CH:39][CH:38]=1.C(=O)(O)[O-].[Na+]. Product: [C:37]1([CH:36]([NH:49][C:11](=[O:13])[C@@H:9]([NH:8][C:6](=[O:7])[O:5][C:1]([CH3:2])([CH3:3])[CH3:4])[CH3:10])[C:43]2[CH:44]=[CH:45][CH:46]=[CH:47][CH:48]=2)[CH:42]=[CH:41][CH:40]=[CH:39][CH:38]=1. The catalyst class is: 9.